This data is from Full USPTO retrosynthesis dataset with 1.9M reactions from patents (1976-2016). The task is: Predict the reactants needed to synthesize the given product. (1) The reactants are: Br[C:2]1[CH:3]=[C:4]([C:12]2[N:13]=[C:14]([CH2:17][CH2:18][C:19]([O:21][CH3:22])=[O:20])[O:15][CH:16]=2)[CH:5]=[C:6]([C:8]([F:11])([F:10])[F:9])[CH:7]=1.[CH3:23][C:24]1(C)[C:28](C)(C)OB(C(C)=C)O1.C([O-])(=O)C.[K+]. Given the product [CH2:23]=[C:24]([C:2]1[CH:3]=[C:4]([C:12]2[N:13]=[C:14]([CH2:17][CH2:18][C:19]([O:21][CH3:22])=[O:20])[O:15][CH:16]=2)[CH:5]=[C:6]([C:8]([F:11])([F:10])[F:9])[CH:7]=1)[CH3:28], predict the reactants needed to synthesize it. (2) Given the product [N+:2]([C:5]1[CH:6]=[C:7]([CH:8]=[CH:9][CH:10]=1)[CH2:11][CH2:12][NH:13][C:23](=[O:24])[C:25]([F:28])([F:27])[F:26])([O-:4])=[O:3], predict the reactants needed to synthesize it. The reactants are: Cl.[N+:2]([C:5]1[CH:6]=[C:7]([CH2:11][CH2:12][NH2:13])[CH:8]=[CH:9][CH:10]=1)([O-:4])=[O:3].CCN(C(C)C)C(C)C.[C:23](O[C:23]([C:25]([F:28])([F:27])[F:26])=[O:24])([C:25]([F:28])([F:27])[F:26])=[O:24]. (3) Given the product [F:7][C:8]1[CH:13]=[CH:12][C:11]2[NH:14][C:20]3[CH2:21][CH2:22][N:17]([CH3:16])[CH2:18][C:19]=3[C:10]=2[CH:9]=1, predict the reactants needed to synthesize it. The reactants are: S(=O)(=O)(O)O.Cl.[F:7][C:8]1[CH:13]=[CH:12][C:11]([NH:14]N)=[CH:10][CH:9]=1.[CH3:16][N:17]1[CH2:22][CH2:21][CH2:20][CH2:19][C:18]1=O. (4) Given the product [N+:1]([C:4]1[CH:5]=[CH:6][C:7]([CH:10]([CH2:14][CH:15]2[CH2:20][CH2:19][O:18][CH2:17][CH2:16]2)[C:11]([NH:26][C:22]2[S:21][CH:25]=[CH:24][N:23]=2)=[O:13])=[CH:8][CH:9]=1)([O-:3])=[O:2], predict the reactants needed to synthesize it. The reactants are: [N+:1]([C:4]1[CH:9]=[CH:8][C:7]([CH:10]([CH2:14][CH:15]2[CH2:20][CH2:19][O:18][CH2:17][CH2:16]2)[C:11]([OH:13])=O)=[CH:6][CH:5]=1)([O-:3])=[O:2].[S:21]1[CH:25]=[CH:24][N:23]=[C:22]1[NH2:26]. (5) Given the product [C:1]([NH:5][C:6]([C:8]1[C:12]2[C:11](=[N:16][CH:15]=[C:14]([C:17]3[C:25]4[C:20](=[CH:21][C:22]([CH2:26][CH3:27])=[CH:23][CH:24]=4)[N:19]([CH3:28])[N:18]=3)[N:13]=2)[NH:10][CH:9]=1)=[O:7])([CH3:4])([CH3:3])[CH3:2], predict the reactants needed to synthesize it. The reactants are: [C:1]([NH:5][C:6]([C:8]1[C:12]2=[N:13][C:14]([C:17]3[C:25]4[C:20](=[CH:21][C:22]([CH2:26][CH3:27])=[CH:23][CH:24]=4)[N:19]([CH3:28])[N:18]=3)=[CH:15][N:16]=[C:11]2[N:10](COCC[Si](C)(C)C)[CH:9]=1)=[O:7])([CH3:4])([CH3:3])[CH3:2].C(N)CN.CCCC[N+](CCCC)(CCCC)CCCC.[F-]. (6) Given the product [Br:26][C:27]1[CH:32]=[CH:31][CH:30]=[CH:29][C:28]=1[S:33][CH2:44][CH:43]([O:46][CH2:47][CH3:48])[O:42][CH2:40][CH3:41], predict the reactants needed to synthesize it. The reactants are: ClC1C=C(NC2C3C=CC=C(C4C=CN=C(C)C=4)C=3SC=2N)C=CC=1.[Br:26][C:27]1[CH:32]=[CH:31][CH:30]=[CH:29][C:28]=1[SH:33].C(=O)([O-])[O-].[K+].[K+].[CH2:40]([O:42][CH:43]([O:46][CH2:47][CH3:48])[CH2:44]Br)[CH3:41]. (7) Given the product [CH3:37][C@@H:31]1[CH2:32][N:33]([C:7]2[CH:8]=[N:9][C:4]([N+:1]([O-:3])=[O:2])=[CH:5][CH:6]=2)[C@@H:34]([CH3:36])[CH2:35][N:30]1[C:28]([O:27][C:23]([CH3:26])([CH3:24])[CH3:25])=[O:29], predict the reactants needed to synthesize it. The reactants are: [N+:1]([C:4]1[N:9]=[CH:8][C:7](N2CCN(C(OC(C)(C)C)=O)CC2)=[CH:6][CH:5]=1)([O-:3])=[O:2].[C:23]([O:27][C:28]([N:30]1[CH2:35][C@H:34]([CH3:36])[NH:33][CH2:32][C@H:31]1[CH3:37])=[O:29])([CH3:26])([CH3:25])[CH3:24].BrC1C=CC([N+]([O-])=O)=NC=1. (8) Given the product [CH3:9][O:10][C:11](=[O:12])[C:13]1[CH:14]=[CH:15][C:16]([O:1][CH2:2][C:3]2[CH:8]=[CH:7][CH:6]=[CH:5][N:4]=2)=[CH:17][CH:18]=1, predict the reactants needed to synthesize it. The reactants are: [OH:1][CH2:2][C:3]1[CH:8]=[CH:7][CH:6]=[CH:5][N:4]=1.[CH3:9][O:10][C:11]([C:13]1[CH:14]=[CH:15][C:16](O)=[CH:17][CH:18]=1)=[O:12].C1(P(C2C=CC=CC=2)C2C=CC=CC=2)C=CC=CC=1.N(C(OC(C)C)=O)=NC(OC(C)C)=O.